Dataset: Reaction yield outcomes from USPTO patents with 853,638 reactions. Task: Predict the reaction yield, written as a fraction of the theoretical maximum amount of product (1.0 means a 100% yield; for example, 0.34 means a 34% yield). (1) The reactants are C(O)(=O)CCCCCCC/C=C/CCCCCCCC.C1CCC(N=C=NC2CCCCC2)CC1.C(O)C1C=CC=CC=1.[C:44]([O:63][CH2:64][C:65]1[CH:70]=[CH:69][CH:68]=[CH:67][CH:66]=1)(=[O:62])[CH2:45][CH2:46][CH2:47][CH2:48][CH2:49][CH2:50][CH2:51]/[CH:52]=[CH:53]\[CH2:54][CH2:55][CH2:56][CH2:57][CH2:58][CH2:59][CH2:60][CH3:61]. The catalyst is CN(C1C=CN=CC=1)C.C(Cl)Cl. The product is [C:44]([O:63][CH2:64][C:65]1[CH:66]=[CH:67][CH:68]=[CH:69][CH:70]=1)(=[O:62])[CH2:45][CH2:46][CH2:47][CH2:48][CH2:49][CH2:50][CH2:51]/[CH:52]=[CH:53]/[CH2:54][CH2:55][CH2:56][CH2:57][CH2:58][CH2:59][CH2:60][CH3:61]. The yield is 0.950. (2) The reactants are [Li+].CC([N-]C(C)C)C.[Br:9][C:10]1[CH:15]=[CH:14][C:13]([F:16])=[CH:12][C:11]=1[Br:17].[I:18]I. The catalyst is C1COCC1. The product is [Br:9][C:10]1[CH:15]=[CH:14][C:13]([F:16])=[C:12]([I:18])[C:11]=1[Br:17]. The yield is 0.700. (3) The reactants are [N:1]1[CH:6]=[CH:5][CH:4]=[C:3]([NH:7][C:8](=[O:15])OCC(Cl)(Cl)Cl)[CH:2]=1.[F:16][C:17]1[CH:22]=[CH:21][C:20]([C:23]2[N:24]=[C:25]([N:28]3[CH2:33][CH2:32][NH:31][CH2:30][CH2:29]3)[S:26][CH:27]=2)=[CH:19][CH:18]=1.C(N(C(C)C)CC)(C)C.O. The catalyst is CS(C)=O. The product is [F:16][C:17]1[CH:22]=[CH:21][C:20]([C:23]2[N:24]=[C:25]([N:28]3[CH2:29][CH2:30][N:31]([C:8]([NH:7][C:3]4[CH:2]=[N:1][CH:6]=[CH:5][CH:4]=4)=[O:15])[CH2:32][CH2:33]3)[S:26][CH:27]=2)=[CH:19][CH:18]=1. The yield is 0.685. (4) The reactants are [CH2:1]([O:3][C:4]([C:6]1[C:7](=[O:28])[NH:8][C:9]2[C:13]([C:14]=1[N:15]1[CH2:20][CH2:19][N:18]([C:21]([C:23]3[S:24][CH:25]=[CH:26][CH:27]=3)=[O:22])[CH2:17][CH2:16]1)=[CH:12][S:11][CH:10]=2)=[O:5])[CH3:2].[F:29][C:30]1[CH:37]=[CH:36][C:33]([CH2:34]Br)=[CH:32][CH:31]=1. No catalyst specified. The product is [CH2:1]([O:3][C:4]([C:6]1[C:7](=[O:28])[N:8]([CH2:34][C:33]2[CH:36]=[CH:37][C:30]([F:29])=[CH:31][CH:32]=2)[C:9]2[C:13]([C:14]=1[N:15]1[CH2:16][CH2:17][N:18]([C:21]([C:23]3[S:24][CH:25]=[CH:26][CH:27]=3)=[O:22])[CH2:19][CH2:20]1)=[CH:12][S:11][CH:10]=2)=[O:5])[CH3:2]. The yield is 0.540.